From a dataset of Forward reaction prediction with 1.9M reactions from USPTO patents (1976-2016). Predict the product of the given reaction. Given the reactants [F:1][C:2]1[CH:7]=[CH:6][CH:5]=[C:4]([F:8])[C:3]=1[C:9]1[CH:10]=[C:11]2[C:15](=[CH:16][CH:17]=1)[N:14]([CH:18]1[CH2:23][CH2:22][CH2:21][CH2:20][O:19]1)[N:13]=[C:12]2[C:24]1[CH:29]=[C:28]([O:30][CH2:31][C:32]2[CH:37]=[CH:36][C:35]([O:38][CH3:39])=[CH:34][CH:33]=2)[N:27]=[C:26](S(C)(=O)=O)[N:25]=1.[NH2:44][C@@H:45]1[CH2:50][CH2:49][CH2:48][N:47]([C:51]([O:53][C:54]([CH3:57])([CH3:56])[CH3:55])=[O:52])[CH2:46]1, predict the reaction product. The product is: [F:1][C:2]1[CH:7]=[CH:6][CH:5]=[C:4]([F:8])[C:3]=1[C:9]1[CH:10]=[C:11]2[C:15](=[CH:16][CH:17]=1)[N:14]([CH:18]1[CH2:23][CH2:22][CH2:21][CH2:20][O:19]1)[N:13]=[C:12]2[C:24]1[CH:29]=[C:28]([O:30][CH2:31][C:32]2[CH:37]=[CH:36][C:35]([O:38][CH3:39])=[CH:34][CH:33]=2)[N:27]=[C:26]([NH:44][C@@H:45]2[CH2:50][CH2:49][CH2:48][N:47]([C:51]([O:53][C:54]([CH3:57])([CH3:56])[CH3:55])=[O:52])[CH2:46]2)[N:25]=1.